This data is from Catalyst prediction with 721,799 reactions and 888 catalyst types from USPTO. The task is: Predict which catalyst facilitates the given reaction. (1) Reactant: [N+:1]([C:4]1[CH:9]=[CH:8][CH:7]=[C:6]([CH2:10][S:11]([CH:14]([CH3:16])[CH3:15])(=[O:13])=[O:12])[CH:5]=1)([O-])=O.O.C(Cl)Cl.[C:21](O)(=[O:23])[CH3:22]. Product: [CH3:15][CH:14]([S:11]([CH2:10][C:6]1[CH:5]=[C:4]([NH:1][C:21](=[O:23])[CH3:22])[CH:9]=[CH:8][CH:7]=1)(=[O:13])=[O:12])[CH3:16]. The catalyst class is: 292. (2) Reactant: [CH:1]([C:3]1[C:11]2[C:10]([C:12]([O:14][CH3:15])=[O:13])=[CH:9][CH:8]=[N:7][C:6]=2[NH:5][CH:4]=1)=O.[NH2:16][CH:17]1[CH2:22][CH2:21][N:20]([C:23]([O:25][C:26]([CH3:29])([CH3:28])[CH3:27])=[O:24])[CH2:19][CH2:18]1.C1COCC1.[BH4-].[Na+]. Product: [C:26]([O:25][C:23]([N:20]1[CH2:21][CH2:22][CH:17]([NH:16][CH2:1][C:3]2[C:11]3[C:10]([C:12]([O:14][CH3:15])=[O:13])=[CH:9][CH:8]=[N:7][C:6]=3[NH:5][CH:4]=2)[CH2:18][CH2:19]1)=[O:24])([CH3:29])([CH3:27])[CH3:28]. The catalyst class is: 5. (3) Reactant: [CH:1]([Si:4](Cl)([CH:8]([CH3:10])[CH3:9])[CH:5]([CH3:7])[CH3:6])([CH3:3])[CH3:2].[CH2:12]([N:14]1[C:22]2[C:17](=[N:18][CH:19]=[CH:20][C:21]=2[CH3:23])[N:16]([C:24]2[CH:29]=[CH:28][C:27]([OH:30])=[CH:26][CH:25]=2)[C:15]1=[O:31])[CH3:13].[H-].[Na+].[Cl-].[Cl-].[Ca+2].C([O-])(O)=O.[Na+]. Product: [CH2:12]([N:14]1[C:22]2[C:17](=[N:18][CH:19]=[CH:20][C:21]=2[CH3:23])[N:16]([C:24]2[CH:29]=[CH:28][C:27]([O:30][Si:4]([CH:8]([CH3:10])[CH3:9])([CH:5]([CH3:7])[CH3:6])[CH:1]([CH3:3])[CH3:2])=[CH:26][CH:25]=2)[C:15]1=[O:31])[CH3:13]. The catalyst class is: 3. (4) Reactant: [CH:1]1([C:4](Cl)=[O:5])[CH2:3][CH2:2]1.[CH2:7]([O:9][C:10]([C:12]1[C:13]2[CH2:21][CH2:20][CH2:19][CH2:18][C:14]=2[S:15][C:16]=1[NH2:17])=[O:11])[CH3:8].Cl. Product: [CH2:7]([O:9][C:10]([C:12]1[C:13]2[CH2:21][CH2:20][CH2:19][CH2:18][C:14]=2[S:15][C:16]=1[NH:17][C:4]([CH:1]1[CH2:3][CH2:2]1)=[O:5])=[O:11])[CH3:8]. The catalyst class is: 17. (5) Reactant: [CH3:1][O:2][C:3]1[CH:8]=[CH:7][C:6]([CH:9]([NH:18][CH:19]([C:22]2[O:23][CH:24]=[CH:25][CH:26]=2)[CH:20]=O)[C:10]2[CH:15]=[CH:14][C:13]([O:16][CH3:17])=[CH:12][CH:11]=2)=[CH:5][CH:4]=1.[NH2:27][C@H:28]([C:33]([O:35][CH3:36])=[O:34])[CH2:29][CH:30]([CH3:32])[CH3:31].Cl.[BH-](OC(C)=O)(OC(C)=O)OC(C)=O.[Na+]. Product: [CH3:1][O:2][C:3]1[CH:8]=[CH:7][C:6]([CH:9]([NH:18][CH:19]([C:22]2[O:23][CH:24]=[CH:25][CH:26]=2)[CH2:20][NH:27][C@@H:28]([CH2:29][CH:30]([CH3:32])[CH3:31])[C:33]([O:35][CH3:36])=[O:34])[C:10]2[CH:15]=[CH:14][C:13]([O:16][CH3:17])=[CH:12][CH:11]=2)=[CH:5][CH:4]=1. The catalyst class is: 4. (6) Reactant: [NH:1]([C:13]([O:15][C:16]([CH3:19])([CH3:18])[CH3:17])=[O:14])[C@@H:2]([C:10]([OH:12])=[O:11])[CH2:3][C:4]1[CH:9]=[N:8][CH:7]=[CH:6][CH:5]=1.[CH2:20]([Br:27])[C:21]1[CH:26]=[CH:25][CH:24]=[CH:23][CH:22]=1. Product: [NH:1]([C:13]([O:15][C:16]([CH3:19])([CH3:18])[CH3:17])=[O:14])[C@@H:2]([C:10]([OH:12])=[O:11])[CH2:3][C:4]1[CH:5]=[CH:6][CH2:7][N:8]([CH2:20][C:21]2[CH:26]=[CH:25][CH:24]=[CH:23][CH:22]=2)[CH:9]=1.[BrH:27]. The catalyst class is: 10. (7) Reactant: [OH-].[Na+].[Cl:3][C:4]1[CH:5]=[C:6]([SH:11])[CH:7]=[C:8]([Cl:10])[CH:9]=1.Cl.Cl[CH2:14][C:15]1[CH:16]=[N:17][CH:18]=[CH:19][CH:20]=1.C(Cl)Cl. Product: [Cl:3][C:4]1[CH:5]=[C:6]([S:11][CH2:14][C:15]2[CH:16]=[N:17][CH:18]=[CH:19][CH:20]=2)[CH:7]=[C:8]([Cl:10])[CH:9]=1. The catalyst class is: 97.